The task is: Predict the reactants needed to synthesize the given product.. This data is from Full USPTO retrosynthesis dataset with 1.9M reactions from patents (1976-2016). (1) The reactants are: N1C2C(=CC=CC=2)C=C1C1C2C(=NC=CC=2)NN=1.[Br:19][C:20]1[CH:21]=[CH:22][C:23]([F:26])=[N:24][CH:25]=1.[Li+].CC([N-]C(C)C)C.[CH:35](N1CCCCC1)=[O:36]. Given the product [Br:19][C:20]1[CH:25]=[N:24][C:23]([F:26])=[C:22]([CH:21]=1)[CH:35]=[O:36], predict the reactants needed to synthesize it. (2) Given the product [Br:1][C:2]1[CH:3]=[CH:4][C:5]([N+:9]([O-:11])=[O:10])=[C:6]([NH:7][C:19](=[O:20])[O:18][C:15]([CH3:17])([CH3:16])[CH3:14])[CH:8]=1, predict the reactants needed to synthesize it. The reactants are: [Br:1][C:2]1[CH:3]=[CH:4][C:5]([N+:9]([O-:11])=[O:10])=[C:6]([CH:8]=1)[NH2:7].[H-].[Na+].[CH3:14][C:15]([O:18][C:19](O[C:19]([O:18][C:15]([CH3:17])([CH3:16])[CH3:14])=[O:20])=[O:20])([CH3:17])[CH3:16]. (3) Given the product [N:13]1([C:14]2[CH:15]=[CH:11][N:12]=[CH:4][CH:3]=2)[CH2:18][CH2:23][CH:22]([CH2:66][CH2:67][NH:83][C:84]([C:86]2[C:90]([CH3:91])=[C:89]([NH:92][C:93](=[O:101])[C:94]3[CH:99]=[CH:98][CH:97]=[CH:96][C:95]=3[Cl:100])[N:46]([C:42]3[CH:43]=[CH:44][CH:45]=[C:40]([O:39][CH3:38])[CH:41]=3)[N:47]=2)=[O:85])[CH2:21][CH2:20]1, predict the reactants needed to synthesize it. The reactants are: N1C=[CH:4][CH:3]=N1.C(OC([C:11]1[C:15](C)=[C:14](N)[N:13]([C:18]2[CH:23]=[CH:22][CH:21]=[C:20](OC)C=2)[N:12]=1)=O)C.C(OC(=O)C(=O)C(C#N)C)C.Cl.[CH3:38][O:39][C:40]1[CH:41]=[C:42]([NH:46][NH2:47])[CH:43]=[CH:44][CH:45]=1.NC1N(C(OC(C)(C)C)=O)N=C(C(OC)=O)C=1.O=[C:66]1NC2C=CC=CC=2C(C2C=CC=CC=2)=N[CH:67]1[NH:83][C:84]([C:86]1[C:90]([CH3:91])=[C:89]([NH:92][C:93](=[O:101])[C:94]2[CH:99]=[CH:98][CH:97]=[CH:96][C:95]=2[Cl:100])N(C2C=CC=CN=2)N=1)=[O:85].